From a dataset of Catalyst prediction with 721,799 reactions and 888 catalyst types from USPTO. Predict which catalyst facilitates the given reaction. (1) Reactant: [CH3:1][C:2]1[CH:7]=[CH:6][C:5]([O:8][CH3:9])=[CH:4][C:3]=1[N+:10]([O-:12])=[O:11].C1C(=O)N([Br:20])C(=O)C1. Product: [Br:20][CH2:1][C:2]1[CH:7]=[CH:6][C:5]([O:8][CH3:9])=[CH:4][C:3]=1[N+:10]([O-:12])=[O:11]. The catalyst class is: 53. (2) Reactant: Cl.[C:2]([C:4]1([NH:7][C:8]([C@@H:10]2[CH2:14][C@@H:13]([S:15]([C:18]3[CH:23]=[CH:22][CH:21]=[CH:20][C:19]=3[Cl:24])(=[O:17])=[O:16])[CH2:12][NH:11]2)=[O:9])[CH2:6][CH2:5]1)#[N:3].C(N(CC)C(C)C)(C)C.[F:34][C:35]([F:46])([F:45])[C:36](O[C:36](=[O:37])[C:35]([F:46])([F:45])[F:34])=[O:37]. Product: [C:2]([C:4]1([NH:7][C:8]([C@@H:10]2[CH2:14][C@@H:13]([S:15]([C:18]3[CH:23]=[CH:22][CH:21]=[CH:20][C:19]=3[Cl:24])(=[O:17])=[O:16])[CH2:12][N:11]2[C:36](=[O:37])[C:35]([F:46])([F:45])[F:34])=[O:9])[CH2:6][CH2:5]1)#[N:3]. The catalyst class is: 10.